This data is from Retrosynthesis with 50K atom-mapped reactions and 10 reaction types from USPTO. The task is: Predict the reactants needed to synthesize the given product. (1) Given the product COC(=O)Cc1cccc(OC[C@H](C)CBr)c1, predict the reactants needed to synthesize it. The reactants are: COC(=O)Cc1cccc(O)c1.C[C@@H](CO)CBr. (2) Given the product OCc1ccc(C#Cc2cnn3c(C(F)(F)F)cc(-c4ccc(C(F)(F)F)cc4)nc23)cc1, predict the reactants needed to synthesize it. The reactants are: C#Cc1cnn2c(C(F)(F)F)cc(-c3ccc(C(F)(F)F)cc3)nc12.OCc1ccc(Br)cc1. (3) Given the product CNC(=O)N/N=C1/C(=O)N(CCN(C(C)C)C(C)C)c2ccccc21, predict the reactants needed to synthesize it. The reactants are: CC(C)N(CCN1C(=O)C(=O)c2ccccc21)C(C)C.CNC(=O)NN. (4) Given the product CC(=O)OCC1=C(C(=O)O)N2C(=O)C(NC(=O)Cc3ccc(CN=[N+]=[N-])cc3)C2SC1, predict the reactants needed to synthesize it. The reactants are: CC(=O)OCC1=C(C(=O)O)N2C(=O)C(NC(=O)Cc3ccc(CCl)cc3)C2SC1.[N-]=[N+]=[N-].